Predict which catalyst facilitates the given reaction. From a dataset of Catalyst prediction with 721,799 reactions and 888 catalyst types from USPTO. (1) Reactant: [H-].[Na+].[CH3:3][CH:4]1[CH2:9][CH2:8][N:7]([C:10]([C:12]2[CH:20]=[CH:19][C:18]3[NH:17][C:16]4[CH2:21][CH2:22][N:23]([C:25]([O:27][C:28]([CH3:31])([CH3:30])[CH3:29])=[O:26])[CH2:24][C:15]=4[C:14]=3[CH:13]=2)=[O:11])[CH2:6][CH2:5]1.[CH2:32]([S:35](Cl)(=[O:37])=[O:36])[CH2:33][CH3:34]. Product: [CH3:3][CH:4]1[CH2:9][CH2:8][N:7]([C:10]([C:12]2[CH:20]=[CH:19][C:18]3[N:17]([S:35]([CH2:32][CH2:33][CH3:34])(=[O:37])=[O:36])[C:16]4[CH2:21][CH2:22][N:23]([C:25]([O:27][C:28]([CH3:30])([CH3:29])[CH3:31])=[O:26])[CH2:24][C:15]=4[C:14]=3[CH:13]=2)=[O:11])[CH2:6][CH2:5]1. The catalyst class is: 3. (2) Reactant: [CH2:1]([O:3][C:4](=[O:23])[CH:5]=[CH:6][CH2:7][CH:8]1[CH2:13][CH2:12][CH:11]([N:14]([C:16]([O:18][C:19]([CH3:22])([CH3:21])[CH3:20])=[O:17])[CH3:15])[CH2:10][CH2:9]1)[CH3:2]. Product: [CH2:1]([O:3][C:4](=[O:23])[CH2:5][CH2:6][CH2:7][C@H:8]1[CH2:9][CH2:10][C@H:11]([N:14]([C:16]([O:18][C:19]([CH3:22])([CH3:21])[CH3:20])=[O:17])[CH3:15])[CH2:12][CH2:13]1)[CH3:2]. The catalyst class is: 19. (3) Product: [F:1][C:2]1[CH:7]=[CH:6][C:5]([N:19]2[C:20]([C:22]([O:24][C:25]([CH3:27])([CH3:26])[CH3:28])=[O:23])=[CH:21][C:17]([CH:14]([CH3:16])[CH3:15])=[N:18]2)=[CH:4][C:3]=1[N+:11]([O-:13])=[O:12]. The catalyst class is: 302. Reactant: [F:1][C:2]1[CH:7]=[CH:6][C:5](B(O)O)=[CH:4][C:3]=1[N+:11]([O-:13])=[O:12].[CH:14]([C:17]1[CH:21]=[C:20]([C:22]([O:24][C:25]([CH3:28])([CH3:27])[CH3:26])=[O:23])[NH:19][N:18]=1)([CH3:16])[CH3:15]. (4) Reactant: Cl[C:2]1[CH:7]=[C:6]([Cl:8])[N:5]=[C:4]([NH:9][C@H:10]([C:12]2[CH:17]=[CH:16][C:15]([F:18])=[CH:14][CH:13]=2)[CH3:11])[N:3]=1.[CH3:19][C:20]1[N:21]=[CH:22][NH:23][CH:24]=1.C(=O)([O-])[O-].[K+].[K+]. Product: [Cl:8][C:6]1[CH:7]=[C:2]([N:23]2[CH:24]=[C:20]([CH3:19])[N:21]=[CH:22]2)[N:3]=[C:4]([NH:9][C@H:10]([C:12]2[CH:17]=[CH:16][C:15]([F:18])=[CH:14][CH:13]=2)[CH3:11])[N:5]=1. The catalyst class is: 35. (5) Reactant: C(Cl)(=O)C(Cl)=O.CS(C)=O.[CH3:11][C:12]([C:17]1[CH:22]=[CH:21][CH:20]=[CH:19][CH:18]=1)([CH3:16])[CH2:13][CH2:14][OH:15].C(N(CC)CC)C. Product: [CH3:16][C:12]([C:17]1[CH:22]=[CH:21][CH:20]=[CH:19][CH:18]=1)([CH3:11])[CH2:13][CH:14]=[O:15]. The catalyst class is: 4. (6) Reactant: [C:1]([O:5][C:6]([NH:8][C@@H:9]([C:27]([O:29][C:30]([CH3:33])([CH3:32])[CH3:31])=[O:28])[CH2:10][C@@H:11]([CH2:19][C:20]1[CH:25]=[CH:24][C:23]([OH:26])=[CH:22][CH:21]=1)[C:12]([O:14][C:15]([CH3:18])([CH3:17])[CH3:16])=[O:13])=[O:7])([CH3:4])([CH3:3])[CH3:2].C(=O)([O-])[O-].[K+].[K+].I[CH2:41][CH2:42][CH2:43][F:44]. Product: [C:1]([O:5][C:6]([NH:8][C@@H:9]([C:27]([O:29][C:30]([CH3:33])([CH3:32])[CH3:31])=[O:28])[CH2:10][C@@H:11]([CH2:19][C:20]1[CH:25]=[CH:24][C:23]([O:26][CH2:41][CH2:42][CH2:43][F:44])=[CH:22][CH:21]=1)[C:12]([O:14][C:15]([CH3:16])([CH3:18])[CH3:17])=[O:13])=[O:7])([CH3:2])([CH3:3])[CH3:4]. The catalyst class is: 9. (7) Reactant: [Si:1]([O:18][CH2:19][C@@H:20]([N:23]1[C@H:28]([C:29]2[CH:34]=[CH:33][C:32]([Cl:35])=[CH:31][CH:30]=2)[C@@H:27]([C:36]2[CH:41]=[CH:40][CH:39]=[C:38]([Cl:42])[CH:37]=2)[CH2:26][CH:25]([OH:43])[C:24]1=[O:44])[CH2:21][CH3:22])([C:14]([CH3:17])([CH3:16])[CH3:15])([C:8]1[CH:13]=[CH:12][CH:11]=[CH:10][CH:9]=1)[C:2]1[CH:7]=[CH:6][CH:5]=[CH:4][CH:3]=1.[H-].[Na+].I[CH3:48]. Product: [Si:1]([O:18][CH2:19][C@@H:20]([N:23]1[C@H:28]([C:29]2[CH:30]=[CH:31][C:32]([Cl:35])=[CH:33][CH:34]=2)[C@@H:27]([C:36]2[CH:41]=[CH:40][CH:39]=[C:38]([Cl:42])[CH:37]=2)[CH2:26][CH:25]([O:43][CH3:48])[C:24]1=[O:44])[CH2:21][CH3:22])([C:14]([CH3:17])([CH3:16])[CH3:15])([C:8]1[CH:13]=[CH:12][CH:11]=[CH:10][CH:9]=1)[C:2]1[CH:7]=[CH:6][CH:5]=[CH:4][CH:3]=1. The catalyst class is: 1. (8) Reactant: [CH3:1][O:2][C:3]1[CH:4]=[C:5]2[C:10](=[CH:11][C:12]=1[O:13][CH3:14])[N:9]=[CH:8][CH:7]=[C:6]2[O:15][C:16]1[C:22]([CH3:23])=[CH:21][C:19]([NH2:20])=[C:18]([CH3:24])[CH:17]=1.[C:25]1([CH3:34])[C:26]([N:31]=[C:32]=[O:33])=[CH:27][CH:28]=[CH:29][CH:30]=1.CO. Product: [CH3:1][O:2][C:3]1[CH:4]=[C:5]2[C:10](=[CH:11][C:12]=1[O:13][CH3:14])[N:9]=[CH:8][CH:7]=[C:6]2[O:15][C:16]1[C:22]([CH3:23])=[CH:21][C:19]([NH:20][C:32]([NH:31][C:26]2[CH:27]=[CH:28][CH:29]=[CH:30][C:25]=2[CH3:34])=[O:33])=[C:18]([CH3:24])[CH:17]=1. The catalyst class is: 22.